Dataset: Forward reaction prediction with 1.9M reactions from USPTO patents (1976-2016). Task: Predict the product of the given reaction. (1) Given the reactants [C:1]([C:3]1[N:8]=[C:7]([S:9]([NH2:12])(=[O:11])=[O:10])[CH:6]=[CH:5][CH:4]=1)#[N:2].C(N(CC)CC)C.[C:20](O[C:20]([O:22][C:23]([CH3:26])([CH3:25])[CH3:24])=[O:21])([O:22][C:23]([CH3:26])([CH3:25])[CH3:24])=[O:21].O1CCCC1, predict the reaction product. The product is: [S:9]([C:7]1[N:8]=[C:3]([CH2:1][NH:2][C:20](=[O:21])[O:22][C:23]([CH3:26])([CH3:25])[CH3:24])[CH:4]=[CH:5][CH:6]=1)(=[O:11])(=[O:10])[NH2:12]. (2) Given the reactants [OH:1][C@H:2]([CH3:6])[C:3](O)=[O:4].CCN=C=NCCCN(C)C.ON1C2C=CC=CC=2N=N1.[NH2:28][C:29]1[N:34]2[N:35]=[CH:36][C:37]([C:38]3[CH:39]=[N:40][C:41]([C:44]4[CH:49]=[CH:48][CH:47]=[CH:46][CH:45]=4)=[CH:42][CH:43]=3)=[C:33]2[N:32]=[C:31]([CH:50]2[CH2:55][CH2:54][NH:53][CH2:52][CH2:51]2)[C:30]=1[C:56](=[O:59])[CH2:57][OH:58].C(N(CC)C(C)C)(C)C, predict the reaction product. The product is: [NH2:28][C:29]1[N:34]2[N:35]=[CH:36][C:37]([C:38]3[CH:39]=[N:40][C:41]([C:44]4[CH:49]=[CH:48][CH:47]=[CH:46][CH:45]=4)=[CH:42][CH:43]=3)=[C:33]2[N:32]=[C:31]([CH:50]2[CH2:55][CH2:54][N:53]([C:3](=[O:4])[C@H:2]([OH:1])[CH3:6])[CH2:52][CH2:51]2)[C:30]=1[C:56](=[O:59])[CH2:57][OH:58]. (3) The product is: [Cl:8][C:9]1[CH:10]=[CH:11][C:12]([NH:15][C:16]([CH:18]2[CH2:23][CH2:22][CH2:21][N:20]([C:34]([C:33]3[CH:32]=[N:31][CH:30]=[C:29]([C:25]4[O:24][CH:28]=[CH:27][CH:26]=4)[CH:37]=3)=[O:35])[CH2:19]2)=[O:17])=[CH:13][CH:14]=1. Given the reactants FC(F)(F)C(O)=O.[Cl:8][C:9]1[CH:14]=[CH:13][C:12]([NH:15][C:16]([CH:18]2[CH2:23][CH2:22][CH2:21][NH:20][CH2:19]2)=[O:17])=[CH:11][CH:10]=1.[O:24]1[CH:28]=[CH:27][CH:26]=[C:25]1[C:29]1[CH:30]=[N:31][CH:32]=[C:33]([CH:37]=1)[C:34](O)=[O:35].C(N(CC)C(C)C)(C)C.Cl.C(N=C=NCCCN(C)C)C, predict the reaction product. (4) The product is: [C:4]([C:6]1[C:7]([C:22]([F:25])([F:23])[F:24])=[CH:8][C:9]([N:12]2[C:16](=[O:17])[C:15]([CH3:18])=[C:14]([O:19][CH3:20])[CH:13]2[OH:21])=[N:10][CH:11]=1)(=[O:3])[CH3:5]. Given the reactants C([O:3][C:4]([C:6]1[C:7]([C:22]([F:25])([F:24])[F:23])=[CH:8][C:9]([N:12]2[C:16](=[O:17])[C:15]([CH3:18])=[C:14]([O:19][CH3:20])[CH:13]2[OH:21])=[N:10][CH:11]=1)=[CH2:5])C.Cl.C(=O)(O)[O-].[Na+], predict the reaction product. (5) The product is: [Cl:36][C:32]1[C:33]([Cl:35])=[CH:34][C:29]2[O:28][CH2:27][C:26](=[O:37])[N:25]([CH2:24][C:23]([N:22]([CH:14]([C:11]3[CH:12]=[CH:13][C:8]([C:4]4[CH:5]=[CH:6][CH:7]=[C:2]([NH:1][S:42]([CH2:40][CH3:41])(=[O:44])=[O:43])[CH:3]=4)=[CH:9][CH:10]=3)[CH2:15][N:16]3[CH2:17][CH2:18][O:19][CH2:20][CH2:21]3)[CH3:39])=[O:38])[C:30]=2[CH:31]=1. Given the reactants [NH2:1][C:2]1[CH:3]=[C:4]([C:8]2[CH:13]=[CH:12][C:11]([CH:14]([N:22]([CH3:39])[C:23](=[O:38])[CH2:24][N:25]3[C:30]4[CH:31]=[C:32]([Cl:36])[C:33]([Cl:35])=[CH:34][C:29]=4[O:28][CH2:27][C:26]3=[O:37])[CH2:15][N:16]3[CH2:21][CH2:20][O:19][CH2:18][CH2:17]3)=[CH:10][CH:9]=2)[CH:5]=[CH:6][CH:7]=1.[CH2:40]([S:42](Cl)(=[O:44])=[O:43])[CH3:41].C(N(CC)CC)C, predict the reaction product. (6) The product is: [Br:5][C:6]1[CH:7]=[C:8]2[C:9]([C:21]([C:20]3[CH:24]=[CH:25][C:17]([O:16][CH3:15])=[CH:18][CH:19]=3)=[O:22])=[CH:10][NH:11][C:12]2=[N:13][CH:14]=1. Given the reactants [Cl-].[Cl-].[Cl-].[Al+3].[Br:5][C:6]1[CH:7]=[C:8]2[C:12](=[N:13][CH:14]=1)[NH:11][CH:10]=[CH:9]2.[CH3:15][O:16][C:17]1[CH:25]=[CH:24][C:20]([C:21](Cl)=[O:22])=[CH:19][CH:18]=1.O, predict the reaction product.